From a dataset of Forward reaction prediction with 1.9M reactions from USPTO patents (1976-2016). Predict the product of the given reaction. (1) Given the reactants [ClH:1].C(OC([N:9]1[CH2:14][CH2:13][CH:12]([CH2:15][N:16]([CH3:23])[C:17]2[CH:22]=[CH:21][N:20]=[CH:19][CH:18]=2)[CH2:11][CH2:10]1)=O)(C)(C)C, predict the reaction product. The product is: [ClH:1].[CH3:23][N:16]([CH2:15][CH:12]1[CH2:13][CH2:14][NH:9][CH2:10][CH2:11]1)[C:17]1[CH:22]=[CH:21][N:20]=[CH:19][CH:18]=1. (2) The product is: [Cl:23][C:24]1[CH:25]=[C:26]([NH:30][C:31]([NH:1][C:2]2[CH:22]=[CH:21][C:5]([O:6][C:7]3[CH:20]=[CH:19][C:10]4[NH:11][C:12]([NH:14][C:15](=[O:18])[O:16][CH3:17])=[N:13][C:9]=4[CH:8]=3)=[CH:4][CH:3]=2)=[O:32])[CH:27]=[CH:28][CH:29]=1. Given the reactants [NH2:1][C:2]1[CH:22]=[CH:21][C:5]([O:6][C:7]2[CH:20]=[CH:19][C:10]3[NH:11][C:12]([NH:14][C:15](=[O:18])[O:16][CH3:17])=[N:13][C:9]=3[CH:8]=2)=[CH:4][CH:3]=1.[Cl:23][C:24]1[CH:25]=[C:26]([N:30]=[C:31]=[O:32])[CH:27]=[CH:28][CH:29]=1.C(OCC)C, predict the reaction product.